Regression. Given two drug SMILES strings and cell line genomic features, predict the synergy score measuring deviation from expected non-interaction effect. From a dataset of NCI-60 drug combinations with 297,098 pairs across 59 cell lines. (1) Drug 1: C1CN1P(=S)(N2CC2)N3CC3. Drug 2: CC1=C(C=C(C=C1)NC(=O)C2=CC=C(C=C2)CN3CCN(CC3)C)NC4=NC=CC(=N4)C5=CN=CC=C5. Cell line: OVCAR3. Synergy scores: CSS=12.9, Synergy_ZIP=-1.52, Synergy_Bliss=-2.40, Synergy_Loewe=-2.77, Synergy_HSA=-1.26. (2) Drug 1: CN(CC1=CN=C2C(=N1)C(=NC(=N2)N)N)C3=CC=C(C=C3)C(=O)NC(CCC(=O)O)C(=O)O. Drug 2: C(CN)CNCCSP(=O)(O)O. Cell line: NCI-H322M. Synergy scores: CSS=24.2, Synergy_ZIP=-0.428, Synergy_Bliss=-0.682, Synergy_Loewe=-53.8, Synergy_HSA=-1.06.